From a dataset of Drug-target binding data from BindingDB using IC50 measurements. Regression. Given a target protein amino acid sequence and a drug SMILES string, predict the binding affinity score between them. We predict pIC50 (pIC50 = -log10(IC50 in M); higher means more potent). Dataset: bindingdb_ic50. The small molecule is CC[C@H](C)[C@H](NC(=O)[C@H](Cc1ccccc1)NC(=O)[C@H](Cc1ccc(O)cc1)NC(=O)[C@H](CC(N)=O)NC(=O)[C@@H](NC(=O)[C@@H](NC(=O)[C@@H](NC(=O)[C@H](CCC(N)=O)NC(=O)[C@H](CC(C)C)NC(=O)[C@H](CCCNC(=N)N)NC(=O)[C@H](CCC(=O)O)NC(=O)[C@H](Cc1ccccc1)NC(=O)[C@H](CCCCN)NC(=O)[C@H](C)N)[C@@H](C)O)C(C)C)[C@@H](C)O)C(=O)N[C@H](C(=O)N[C@@H](CO)C(=O)N[C@@H](CCCCN)C(=O)O)[C@@H](C)O. The target protein (P26818) has sequence MADLEAVLADVSYLMAMEKSKATPAARASKKIVLPEPSIRSVMQKYLEERHEITFDKIFNQRIGFLLFKDFCLNEINEAVPQVKFYEEIKEYEKLENEEDRLCRSRQIYDTYIMKELLSCSHPFSKQAVEHVQSHLSKKQVTSTLFQPYIEEICESLRGSIFQKFMESDKFTRFCQWKNVELNIHLTMNDFSVHRIIGRGGFGEVYGCRKADTGKMYAMKCLDKKRIKMKQGETLALNERIMLSLVSTGDCPFIVCMTYAFHTPDKLCFILDLMNGGDLHYHLSQHGVFSEKEMRFYATEIILGLEHMHNRFVVYRDLKPANILLDEHGHVRISDLGLACDFSKKKPHASVGTHGYMAPEVLQKGTAYDSSADWFSLGCMLFKLLRGHSPFRQHKTKDKHEIDRMTLTMNVELPDVFSPELKSLLEGLLQRDVSKRLGCHGGSAQELKTHDFFRGIDWQHVYLQKYPPPLIPPRGEVNAADAFDIGSFDEEDTKGIKLLD.... The pIC50 is 4.3.